This data is from Forward reaction prediction with 1.9M reactions from USPTO patents (1976-2016). The task is: Predict the product of the given reaction. (1) Given the reactants [NH2:1][C:2]1[N:7]=[CH:6][C:5]([C:8]2[CH:13]=[CH:12][N:11]=[C:10]([NH:14][C:15](=[O:17])[CH3:16])[CH:9]=2)=[CH:4][C:3]=1[NH:18][CH2:19][CH:20]1[CH2:22][CH2:21]1.[S:23](N)(N)(=[O:25])=[O:24].N1C=CC=CC=1, predict the reaction product. The product is: [CH:20]1([CH2:19][N:18]2[C:3]3[C:2](=[N:7][CH:6]=[C:5]([C:8]4[CH:13]=[CH:12][N:11]=[C:10]([NH:14][C:15](=[O:17])[CH3:16])[CH:9]=4)[CH:4]=3)[NH:1][S:23]2(=[O:25])=[O:24])[CH2:22][CH2:21]1. (2) Given the reactants [C:1]1([C:21]2[CH:26]=[CH:25][CH:24]=[CH:23][CH:22]=2)[CH:6]=[CH:5][C:4]([C:7]2[C:8]([CH3:20])=[N:9][N:10]([C:13]3[CH:14]=[C:15]([OH:19])[CH:16]=[CH:17][CH:18]=3)[C:11]=2[CH3:12])=[CH:3][CH:2]=1.Br[C:28]1[CH:40]=[CH:39][C:38]2[C:37]3[C:32](=[CH:33][CH:34]=[CH:35][CH:36]=3)[N:31]([C:41]3[CH:46]=[CH:45][CH:44]=[CH:43][N:42]=3)[C:30]=2[CH:29]=1.N1C=CC=CC=1C(O)=O.[O-]P([O-])([O-])=O.[K+].[K+].[K+], predict the reaction product. The product is: [C:1]1([C:21]2[CH:22]=[CH:23][CH:24]=[CH:25][CH:26]=2)[CH:6]=[CH:5][C:4]([C:7]2[C:8]([CH3:20])=[N:9][N:10]([C:13]3[CH:14]=[C:15]([CH:16]=[CH:17][CH:18]=3)[O:19][C:28]3[CH:40]=[CH:39][C:38]4[C:37]5[C:32](=[CH:33][CH:34]=[CH:35][CH:36]=5)[N:31]([C:41]5[CH:46]=[CH:45][CH:44]=[CH:43][N:42]=5)[C:30]=4[CH:29]=3)[C:11]=2[CH3:12])=[CH:3][CH:2]=1.